Dataset: Reaction yield outcomes from USPTO patents with 853,638 reactions. Task: Predict the reaction yield, written as a fraction of the theoretical maximum amount of product (1.0 means a 100% yield; for example, 0.34 means a 34% yield). (1) The reactants are Cl.[N:2]1[C:11]2[C:6](=[CH:7][CH:8]=[CH:9][CH:10]=2)[CH:5]=[C:4]([NH:12][NH2:13])[CH:3]=1.[CH3:14][C:15]([CH3:22])([CH3:21])[C:16](=O)[CH2:17][C:18]#[N:19]. The catalyst is CCO.Cl. The product is [C:15]([C:16]1[CH:17]=[C:18]([NH2:19])[N:12]([C:4]2[CH:3]=[N:2][C:11]3[C:6]([CH:5]=2)=[CH:7][CH:8]=[CH:9][CH:10]=3)[N:13]=1)([CH3:22])([CH3:21])[CH3:14]. The yield is 0.550. (2) The catalyst is C(OCC)C.O.C(OCC)(=O)C. The yield is 0.936. The reactants are [C:1](#N)[C:2]1[C:3](=[CH:5][CH:6]=[CH:7][CH:8]=1)[NH2:4].[CH:10]1([Mg]Br)[CH2:14][CH2:13][CH2:12][CH2:11]1.Cl.[OH-:18].[Na+].O. The product is [NH2:4][C:3]1[CH:5]=[CH:6][CH:7]=[CH:8][C:2]=1[C:1]([CH:10]1[CH2:14][CH2:13][CH2:12][CH2:11]1)=[O:18]. (3) The reactants are [C:1]1([CH3:7])[CH:6]=[CH:5][CH:4]=[CH:3][CH:2]=1.C(O[O:13][C:14]([CH3:17])(C)C)(C)(C)C.[C]=O.[CH2:20]([OH:22])C. The catalyst is [Ir](Cl)(Cl)Cl.CC1(C)C2C(=C(P(C3C=CC=CC=3)C3C=CC=CC=3)C=CC=2)OC2C(P(C3C=CC=CC=3)C3C=CC=CC=3)=CC=CC1=2. The product is [C:1]1([CH2:7][C:20]([O:13][CH2:14][CH3:17])=[O:22])[CH:6]=[CH:5][CH:4]=[CH:3][CH:2]=1. The yield is 0.530. (4) The yield is 0.220. The catalyst is CS(C)=O. The reactants are [CH2:1]([C:8]1[CH:13]=[CH:12][C:11](/[CH:14]=[CH:15]/[N+:16]([O-:18])=[O:17])=[CH:10][N:9]=1)[C:2]1[CH:7]=[CH:6][CH:5]=[CH:4][CH:3]=1.C(O)(=O)C.[BH4-].[Na+]. The product is [CH2:1]([C:8]1[CH:13]=[CH:12][C:11]([CH2:14][CH2:15][N+:16]([O-:18])=[O:17])=[CH:10][N:9]=1)[C:2]1[CH:7]=[CH:6][CH:5]=[CH:4][CH:3]=1. (5) The reactants are P([O-])([O-])([O-])=O.[K+].[K+].[K+].[CH:9]([C:12]1[CH:17]=[CH:16][C:15](B(O)O)=[CH:14][CH:13]=1)([CH3:11])[CH3:10].Br[C:22]1[CH:23]=[CH:24][CH:25]=[C:26]2[C:30]=1[CH2:29][CH:28]=[CH:27]2. The catalyst is Cl[Pd](Cl)([P](C1C=CC=CC=1)(C1C=CC=CC=1)C1C=CC=CC=1)[P](C1C=CC=CC=1)(C1C=CC=CC=1)C1C=CC=CC=1.C1(P(C2C=CC=CC=2)C2C=CC=CC=2)C=CC=CC=1.O.COCCOC. The product is [CH:9]([C:12]1[CH:17]=[CH:16][C:15]([C:25]2[CH:24]=[CH:23][CH:22]=[C:30]3[C:26]=2[CH:27]=[CH:28][CH2:29]3)=[CH:14][CH:13]=1)([CH3:11])[CH3:10]. The yield is 1.00. (6) The reactants are [CH3:1][C:2]1[CH:10]=[C:9]([Br:11])[CH:8]=[CH:7][C:3]=1[C:4]([OH:6])=[O:5].[CH2:12](O)[C:13]1[CH:18]=[CH:17][CH:16]=[CH:15][CH:14]=1.N1C=CC=CC=1. The catalyst is O=S(Cl)Cl. The product is [Br:11][C:9]1[CH:8]=[CH:7][C:3]([C:4]([O:6][CH2:12][C:13]2[CH:18]=[CH:17][CH:16]=[CH:15][CH:14]=2)=[O:5])=[C:2]([CH3:1])[CH:10]=1. The yield is 0.800. (7) The reactants are [CH2:1]([C:3]1[C:8]([F:9])=[C:7]([S:10]([CH3:13])(=[O:12])=[O:11])[CH:6]=[CH:5][C:4]=1[C:14]([N:16]1[CH2:22][C:21]2[CH:23]=[C:24]([C:27]3[S:31][C:30]([NH:32]C(=O)C)=[N:29][CH:28]=3)[CH:25]=[CH:26][C:20]=2[O:19][CH2:18][CH2:17]1)=[O:15])[CH3:2].Cl. The catalyst is CO. The product is [CH2:1]([C:3]1[C:8]([F:9])=[C:7]([S:10]([CH3:13])(=[O:12])=[O:11])[CH:6]=[CH:5][C:4]=1[C:14]([N:16]1[CH2:22][C:21]2[CH:23]=[C:24]([C:27]3[S:31][C:30]([NH2:32])=[N:29][CH:28]=3)[CH:25]=[CH:26][C:20]=2[O:19][CH2:18][CH2:17]1)=[O:15])[CH3:2]. The yield is 0.523.